Dataset: Forward reaction prediction with 1.9M reactions from USPTO patents (1976-2016). Task: Predict the product of the given reaction. (1) Given the reactants [CH3:1][C:2]12[O:7][CH:6]1[CH2:5][N:4]([C:8]([O:10][C:11]([CH3:14])([CH3:13])[CH3:12])=[O:9])[CH2:3]2.CC1C=CC(S(O)(=O)=O)=CC=1.[CH3:26][OH:27], predict the reaction product. The product is: [OH:27][CH:26]1[CH2:5][N:4]([C:8]([O:10][C:11]([CH3:12])([CH3:14])[CH3:13])=[O:9])[CH2:3][C:2]1([O:7][CH3:6])[CH3:1]. (2) Given the reactants I[C:2]1[C:7]([O:8][CH3:9])=[CH:6][C:5]([C@@H:10]([O:15][CH2:16][C:17]2[C:18](=[O:32])[NH:19][C:20](=[O:31])[N:21]([CH:30]=2)[C@@H:22]2[O:29][C@H:26]([CH2:27][OH:28])[C@@H:24]([OH:25])[CH2:23]2)[C:11]([CH3:14])([CH3:13])[CH3:12])=[C:4]([N+:33]([O-:35])=[O:34])[CH:3]=1.[CH2:36]([N-:39][C:40](=[O:45])[C:41]([F:44])([F:43])[F:42])[C:37]#[CH:38].CCN(CC)CC, predict the reaction product. The product is: [CH3:9][O:8][C:7]1[C:2]([C:38]#[C:37][CH2:36][NH:39][C:40](=[O:45])[C:41]([F:44])([F:43])[F:42])=[CH:3][C:4]([N+:33]([O-:35])=[O:34])=[C:5]([C@@H:10]([O:15][CH2:16][C:17]2[C:18](=[O:32])[NH:19][C:20](=[O:31])[N:21]([CH:30]=2)[C@@H:22]2[O:29][C@H:26]([CH2:27][OH:28])[C@@H:24]([OH:25])[CH2:23]2)[C:11]([CH3:14])([CH3:12])[CH3:13])[CH:6]=1.